Dataset: Forward reaction prediction with 1.9M reactions from USPTO patents (1976-2016). Task: Predict the product of the given reaction. (1) Given the reactants [CH2:1]([NH:3][C:4](=[O:19])[N:5]([C:7]1[CH:12]=[CH:11][C:10]([S:13][C:14]([F:17])([F:16])[F:15])=[CH:9][C:8]=1[F:18])[CH3:6])[CH3:2].[F:20][C:21]1[CH:29]=[CH:28][CH:27]=[C:26]([F:30])[C:22]=1[C:23](Cl)=[O:24].O.C(OCC)(=O)C, predict the reaction product. The product is: [F:20][C:21]1[CH:29]=[CH:28][CH:27]=[C:26]([F:30])[C:22]=1[C:23]([N:3]([CH2:1][CH3:2])[C:4]([N:5]([C:7]1[CH:12]=[CH:11][C:10]([S:13][C:14]([F:16])([F:15])[F:17])=[CH:9][C:8]=1[F:18])[CH3:6])=[O:19])=[O:24]. (2) Given the reactants [F:1][C:2]1[CH:3]=[C:4]([C:12]([O:14]C)=[O:13])[C:5]2[CH2:6][CH2:7][CH2:8][CH2:9][C:10]=2[CH:11]=1.[Li+].[OH-].O, predict the reaction product. The product is: [F:1][C:2]1[CH:3]=[C:4]([C:12]([OH:14])=[O:13])[C:5]2[CH2:6][CH2:7][CH2:8][CH2:9][C:10]=2[CH:11]=1. (3) Given the reactants [CH2:1]([O:8][C:9]1([C:12]2[CH:17]=[CH:16][C:15]([C:18]#[C:19][C:20]3[CH:25]=[CH:24][C:23]([CH2:26][C:27]([O:29]C)=[O:28])=[CH:22][CH:21]=3)=[CH:14][CH:13]=2)[CH2:11][CH2:10]1)[C:2]1[CH:7]=[CH:6][CH:5]=[CH:4][CH:3]=1.[OH-].[Na+], predict the reaction product. The product is: [CH2:1]([O:8][C:9]1([C:12]2[CH:17]=[CH:16][C:15]([C:18]#[C:19][C:20]3[CH:21]=[CH:22][C:23]([CH2:26][C:27]([OH:29])=[O:28])=[CH:24][CH:25]=3)=[CH:14][CH:13]=2)[CH2:11][CH2:10]1)[C:2]1[CH:3]=[CH:4][CH:5]=[CH:6][CH:7]=1. (4) Given the reactants C1(P(C2C=CC=CC=2)C2C=CC=CC=2)C=CC=CC=1.[O:20]1[CH2:25][CH2:24][CH:23]([OH:26])[CH2:22][CH2:21]1.[Cl:27][C:28]1[CH:33]=[C:32](O)[CH:31]=[CH:30][N:29]=1.N(C(OC(C)C)=O)=NC(OC(C)C)=O, predict the reaction product. The product is: [Cl:27][C:28]1[CH:33]=[C:32]([O:26][CH:23]2[CH2:24][CH2:25][O:20][CH2:21][CH2:22]2)[CH:31]=[CH:30][N:29]=1.